The task is: Predict the product of the given reaction.. This data is from Forward reaction prediction with 1.9M reactions from USPTO patents (1976-2016). (1) Given the reactants [CH3:1][C:2]1[N+:6]([CH2:7][C:8]2[CH:9]=[N:10][C:11]([CH3:15])=[N:12][C:13]=2[NH2:14])=[CH:5][S:4][C:3]=1[CH2:16][CH2:17][OH:18].[P:19]([O-])([O-:22])([O-:21])=[O:20].[OH:24][P:25]([O:28][P:29]([OH:32])([OH:31])=[O:30])(=[O:27])[OH:26].CNC1N=CC(CO)=CN=1.CC1N=CSC=1CCOP(O)(O)=O, predict the reaction product. The product is: [O-:26][P:25]([O:28][P:29]([O-:32])([O-:31])=[O:30])(=[O:24])[O-:27].[CH3:1][C:2]1[N+:6]([CH2:7][C:8]2[C:13]([NH2:14])=[N:12][C:11]([CH3:15])=[N:10][CH:9]=2)=[CH:5][S:4][C:3]=1[CH2:16][CH2:17][O:18][P:19]([OH:22])([OH:21])=[O:20]. (2) Given the reactants [NH2:1][C:2]1[C:11]2[C:6](=[CH:7][C:8]([CH2:12][N:13]3[CH2:18][CH:17]([CH3:19])[NH:16][C@@H:15]([CH3:20])[C:14]3=[O:21])=[CH:9][CH:10]=2)[N:5]=[CH:4][N:3]=1.C(=O)([O-])[O-].[K+].[K+].Br[CH2:29][C:30]1[S:34][C:33]2[CH:35]=[C:36]([Cl:39])[CH:37]=[CH:38][C:32]=2[CH:31]=1, predict the reaction product. The product is: [NH2:1][C:2]1[C:11]2[C:6](=[CH:7][C:8]([CH2:12][N:13]3[CH2:18][CH:17]([CH3:19])[N:16]([CH2:29][C:30]4[S:34][C:33]5[CH:35]=[C:36]([Cl:39])[CH:37]=[CH:38][C:32]=5[CH:31]=4)[C@@H:15]([CH3:20])[C:14]3=[O:21])=[CH:9][CH:10]=2)[N:5]=[CH:4][N:3]=1.